This data is from Full USPTO retrosynthesis dataset with 1.9M reactions from patents (1976-2016). The task is: Predict the reactants needed to synthesize the given product. (1) Given the product [CH3:13][N:4]1[C:5]2[CH2:11][CH2:10][CH2:9][CH2:8][CH2:7][C:6]=2[C:2]([Sn:22]([CH2:28][CH2:29][CH2:30][CH3:31])([CH2:24][CH2:25][CH2:26][CH3:27])[CH2:18][CH2:19][CH2:20][CH3:21])=[N:3]1, predict the reactants needed to synthesize it. The reactants are: I[C:2]1[N:3](C)[N:4]=[C:5]2[CH2:11][CH2:10][CH2:9][CH2:8][CH2:7][C:6]=12.[CH:13]([Mg]Cl)(C)C.[CH2:18]([Sn:22]([CH2:28][CH2:29][CH2:30][CH3:31])([CH2:24][CH2:25][CH2:26][CH3:27])Cl)[CH2:19][CH2:20][CH3:21]. (2) Given the product [CH3:35][C@@H:34]1[NH:1][CH2:32][C:15]2=[C:16]3[C:20](=[CH:21][CH:22]=[C:14]2[O:13][CH2:39]1)[N:19]([S:23]([C:26]1[CH:31]=[CH:30][CH:29]=[CH:28][CH:27]=1)(=[O:25])=[O:24])[CH:18]=[CH:17]3, predict the reactants needed to synthesize it. The reactants are: [N:1](C(N(C)C)=O)=NC(N(C)C)=O.[OH:13][C:14]1[CH:22]=[CH:21][C:20]2[N:19]([S:23]([C:26]3[CH:31]=[CH:30][CH:29]=[CH:28][CH:27]=3)(=[O:25])=[O:24])[CH:18]=[CH:17][C:16]=2[C:15]=1[CH:32]=O.[C:34]1(P(C2C=CC=CC=2)C2C=CC=CC=2)[CH:39]=CC=C[CH:35]=1.C(O[BH-](OC(=O)C)OC(=O)C)(=O)C.[Na+]. (3) Given the product [NH:20]1[C:21]2[CH:27]=[CH:26][CH:25]=[CH:24][C:22]=2[N:23]=[C:19]1[N:17]1[C:12]([OH:14])=[C:3]2[C:2]([CH2:11][CH2:10][C:9]3[CH:8]=[CH:7][CH:6]=[CH:5][C:4]=32)=[N:18]1, predict the reactants needed to synthesize it. The reactants are: O=[C:2]1[CH2:11][CH2:10][C:9]2[C:4](=[CH:5][CH:6]=[CH:7][CH:8]=2)[CH:3]1[C:12]([O:14]CC)=O.[NH:17]([C:19]1[NH:23][C:22]2[CH:24]=[CH:25][CH:26]=[CH:27][C:21]=2[N:20]=1)[NH2:18].